This data is from Forward reaction prediction with 1.9M reactions from USPTO patents (1976-2016). The task is: Predict the product of the given reaction. (1) Given the reactants [Cl:1][C:2]1[CH:7]=[CH:6][C:5](I)=[CH:4][CH:3]=1.[CH3:9][O:10][C:11](=[O:38])[C:12]1[CH:17]=[CH:16][CH:15]=[C:14]([CH2:18][N:19]([C:30]2[CH:35]=[CH:34][C:33]([F:36])=[CH:32][C:31]=2[Cl:37])[C:20](=[O:29])[C:21]#[C:22][C:23]2[CH:28]=[CH:27][CH:26]=[CH:25][CH:24]=2)[CH:13]=1, predict the reaction product. The product is: [CH3:9][O:10][C:11](=[O:38])[C:12]1[CH:17]=[CH:16][CH:15]=[C:14]([CH2:18][N:19]2[C:30]3[C:35](=[CH:34][C:33]([F:36])=[CH:32][C:31]=3[Cl:37])/[C:21](=[C:22](\[C:5]3[CH:6]=[CH:7][C:2]([Cl:1])=[CH:3][CH:4]=3)/[C:23]3[CH:28]=[CH:27][CH:26]=[CH:25][CH:24]=3)/[C:20]2=[O:29])[CH:13]=1. (2) The product is: [CH2:8]([NH:15][C:16]([C:18]1[S:22][C:21]([N:23]2[CH:28]=[CH:27][C:26]([O:29][CH2:2][C:3]3[N:4]=[CH:5][S:6][CH:7]=3)=[CH:25][C:24]2=[O:30])=[N:20][C:19]=1[CH3:31])=[O:17])[C:9]1[CH:14]=[CH:13][CH:12]=[CH:11][CH:10]=1. Given the reactants Cl[CH2:2][C:3]1[N:4]=[CH:5][S:6][CH:7]=1.[CH2:8]([NH:15][C:16]([C:18]1[S:22][C:21]([N:23]2[CH:28]=[CH:27][C:26]([OH:29])=[CH:25][C:24]2=[O:30])=[N:20][C:19]=1[CH3:31])=[O:17])[C:9]1[CH:14]=[CH:13][CH:12]=[CH:11][CH:10]=1, predict the reaction product. (3) The product is: [N+:13]([C:16]1[C:17]([CH:27]=[O:28])=[N:18][N:19]([CH:21]2[CH2:26][CH2:25][CH2:24][CH2:23][O:22]2)[CH:20]=1)([O-:15])=[O:14]. Given the reactants C(OC(C1C(C=O)=NNC=1)=O)C.[N+:13]([C:16]1[C:17]([CH2:27][OH:28])=[N:18][N:19]([CH:21]2[CH2:26][CH2:25][CH2:24][CH2:23][O:22]2)[CH:20]=1)([O-:15])=[O:14], predict the reaction product. (4) The product is: [NH2:26][C:24]1[N:25]=[C:20]([N:7]2[CH2:8][CH2:9][CH2:10][C@@H:5]([C:3]([N:2]([CH3:11])[CH3:1])=[O:4])[CH2:6]2)[CH:21]=[CH:22][C:23]=1[N+:27]([O-:29])=[O:28]. Given the reactants [CH3:1][N:2]([CH3:11])[C:3]([C@@H:5]1[CH2:10][CH2:9][CH2:8][NH:7][CH2:6]1)=[O:4].C(N(CC)CC)C.Cl[C:20]1[N:25]=[C:24]([NH2:26])[C:23]([N+:27]([O-:29])=[O:28])=[CH:22][CH:21]=1.O, predict the reaction product. (5) Given the reactants C1(P(C2CCCCC2)C2C=CC=CC=2C2C(C(C)C)=CC(C(C)C)=CC=2C(C)C)CCCCC1.[CH3:35][O:36][C:37]1[N:42]=[CH:41][C:40]([C:43]2[CH:44]=[N:45][C:46]([N:50]3[CH2:55][CH2:54][O:53][CH2:52][CH2:51]3)=[CH:47][C:48]=2[NH2:49])=[CH:39][CH:38]=1.Cl[C:57]1[C:66]2[C:61](=[CH:62][C:63]([F:68])=[CH:64][C:65]=2[F:67])[N:60]=[C:59]([C:69]2[CH:74]=[CH:73][C:72]([CH3:75])=[CH:71][N:70]=2)[C:58]=1[CH3:76].CC(C)([O-])C.[Na+], predict the reaction product. The product is: [F:67][C:65]1[CH:64]=[C:63]([F:68])[CH:62]=[C:61]2[C:66]=1[C:57]([NH:49][C:48]1[CH:47]=[C:46]([N:50]3[CH2:55][CH2:54][O:53][CH2:52][CH2:51]3)[N:45]=[CH:44][C:43]=1[C:40]1[CH:41]=[N:42][C:37]([O:36][CH3:35])=[CH:38][CH:39]=1)=[C:58]([CH3:76])[C:59]([C:69]1[CH:74]=[CH:73][C:72]([CH3:75])=[CH:71][N:70]=1)=[N:60]2. (6) Given the reactants [C:1]([O:5][C:6]([N:8]1[C:14](=[O:15])[C@@H:13]2[CH2:16][C@H:9]1[CH2:10][CH2:11][C@@H:12]2[NH:17]C(OCC1C=CC=CC=1)=O)=[O:7])([CH3:4])([CH3:3])[CH3:2], predict the reaction product. The product is: [NH2:17][C@H:12]1[CH2:11][CH2:10][C@@H:9]2[CH2:16][C@H:13]1[C:14](=[O:15])[N:8]2[C:6]([O:5][C:1]([CH3:3])([CH3:2])[CH3:4])=[O:7]. (7) Given the reactants [N:1]1[CH:6]=[CH:5][C:4]([CH3:7])=[CH:3][C:2]=1[CH3:8].[O-:9][Mn](=O)(=O)=O.[K+].Cl.[OH2:16], predict the reaction product. The product is: [CH3:8][C:2]1[CH:3]=[C:4]([C:7]([OH:9])=[O:16])[CH:5]=[CH:6][N:1]=1. (8) Given the reactants [CH2:1]([C:5]1=[CH:6][N:7]([C:24]([CH3:27])([CH3:26])[CH3:25])[S:8]/[C:9]/1=[N:10]\[C:11]([C@@H:13]1[CH2:17][CH2:16][C@:15]([CH3:21])([C:18]([OH:20])=O)[C:14]1([CH3:23])[CH3:22])=[O:12])[CH2:2][CH2:3][CH3:4].Cl.[CH2:29]([NH2:31])[CH3:30], predict the reaction product. The product is: [CH2:1]([C:5]1=[CH:6][N:7]([C:24]([CH3:27])([CH3:26])[CH3:25])[S:8]/[C:9]/1=[N:10]\[C:11]([C@@H:13]1[CH2:17][CH2:16][C@:15]([CH3:21])([C:18]([NH:31][CH2:29][CH3:30])=[O:20])[C:14]1([CH3:22])[CH3:23])=[O:12])[CH2:2][CH2:3][CH3:4]. (9) Given the reactants ClC(Cl)(Cl)[C:3]([C:5]1[N:14]2[C:8]([CH2:9][N:10]([C:19]([C:21]3[CH:26]=[CH:25][C:24]([C:27]4[CH:32]=[CH:31][CH:30]=[CH:29][C:28]=4[O:33][CH3:34])=[CH:23][CH:22]=3)=[O:20])[C:11]3[CH:18]=[CH:17][CH:16]=[CH:15][C:12]=3[CH2:13]2)=[CH:7][CH:6]=1)=[O:4].[NH2:37][CH2:38][CH:39]([N:46]([CH3:48])[CH3:47])[C:40]1[CH:45]=[CH:44][CH:43]=[CH:42][CH:41]=1.CS(C)=O.C(N(CC)CC)C, predict the reaction product. The product is: [CH3:47][N:46]([CH3:48])[CH:39]([C:40]1[CH:45]=[CH:44][CH:43]=[CH:42][CH:41]=1)[CH2:38][NH:37][C:3]([C:5]1[N:14]2[C:8]([CH2:9][N:10]([C:19]([C:21]3[CH:26]=[CH:25][C:24]([C:27]4[CH:32]=[CH:31][CH:30]=[CH:29][C:28]=4[O:33][CH3:34])=[CH:23][CH:22]=3)=[O:20])[C:11]3[CH:18]=[CH:17][CH:16]=[CH:15][C:12]=3[CH2:13]2)=[CH:7][CH:6]=1)=[O:4].